From a dataset of Catalyst prediction with 721,799 reactions and 888 catalyst types from USPTO. Predict which catalyst facilitates the given reaction. Reactant: [NH2:1][NH2:2].[C:3]([C:11]1[CH:19]=[CH:18][C:14]([C:15](Cl)=[O:16])=[CH:13][CH:12]=1)(=[O:10])[C:4]1[CH:9]=[CH:8][CH:7]=[CH:6][CH:5]=1.CC(N(C(C)C)CC)C. Product: [C:3]([C:11]1[CH:19]=[CH:18][C:14]([C:15]([NH:1][NH2:2])=[O:16])=[CH:13][CH:12]=1)(=[O:10])[C:4]1[CH:9]=[CH:8][CH:7]=[CH:6][CH:5]=1. The catalyst class is: 143.